This data is from Full USPTO retrosynthesis dataset with 1.9M reactions from patents (1976-2016). The task is: Predict the reactants needed to synthesize the given product. Given the product [F:23][CH2:22][CH2:21][N:16]1[C:12]2[CH:11]=[CH:10][C:9]([N+:6]([O-:8])=[O:7])=[CH:19][C:13]=2[CH2:14][S:15]1(=[O:18])=[O:17], predict the reactants needed to synthesize it. The reactants are: C([O-])(O)=O.[Na+].[N+:6]([C:9]1[CH:10]=[CH:11][C:12]2[NH:16][S:15](=[O:18])(=[O:17])[CH2:14][C:13]=2[CH:19]=1)([O-:8])=[O:7].Br[CH2:21][CH2:22][F:23].